From a dataset of Forward reaction prediction with 1.9M reactions from USPTO patents (1976-2016). Predict the product of the given reaction. Given the reactants N1CCC(C2C=CC3N(C=NN=3)C=2)CC1.[N:16]1[N:20]2[CH:21]=[CH:22][C:23]([CH:25]3[CH2:30][CH2:29][N:28](C(OC(C)(C)C)=O)[CH2:27][CH2:26]3)=[CH:24][C:19]2=[CH:18][N:17]=1.N1N=CN2C=C(C3CCN(C(OC(C)(C)C)=O)CC3)C=CC=12, predict the reaction product. The product is: [NH:28]1[CH2:27][CH2:26][CH:25]([C:23]2[CH:22]=[CH:21][N:20]3[N:16]=[N:17][CH:18]=[C:19]3[CH:24]=2)[CH2:30][CH2:29]1.